Dataset: Peptide-MHC class I binding affinity with 185,985 pairs from IEDB/IMGT. Task: Regression. Given a peptide amino acid sequence and an MHC pseudo amino acid sequence, predict their binding affinity value. This is MHC class I binding data. The peptide sequence is GDDYVYLPY. The MHC is HLA-A29:02 with pseudo-sequence HLA-A29:02. The binding affinity (normalized) is 0.623.